This data is from Full USPTO retrosynthesis dataset with 1.9M reactions from patents (1976-2016). The task is: Predict the reactants needed to synthesize the given product. (1) The reactants are: [CH3:1][N:2]([C:4]1[C:9]2[CH2:10][C@@H:11]3[C:21]([C:22](=[O:23])[C:8]=2[C:7]([OH:33])=[CH:6][CH:5]=1)=[C:20]([OH:24])[C@@:19]1([OH:25])[C@H:13]([C@H:14]([N:30]([CH3:32])[CH3:31])[C:15]([OH:29])=[C:16]([C:26]([NH2:28])=[O:27])[C:17]1=[O:18])[CH2:12]3)[CH3:3]. Given the product [CH3:3][N:2]([C:4]1[C:9]2[CH2:10][C@@H:11]3[C:21]([C:22](=[O:23])[C:8]=2[C:7]([OH:33])=[CH:6][CH:5]=1)=[C:20]([OH:24])[C@@:19]1([OH:25])[C@H:13]([C@H:14]([N:30]([CH3:32])[CH3:31])[C:15]([OH:29])=[C:16]([C:26]([NH2:28])=[O:27])[C:17]1=[O:18])[CH2:12]3)[CH3:1].[CH2:17]([OH:18])[CH3:16], predict the reactants needed to synthesize it. (2) Given the product [Cl:1][C:2]1[CH:18]=[CH:17][C:5]2[CH2:6][CH2:7][N:8]([C:11](=[O:16])[C:12]([F:15])([F:14])[F:13])[CH2:9][CH2:10][C:4]=2[C:3]=1[NH:27][CH2:28][C:29]1[CH:34]=[CH:33][C:32]([O:35][CH:36]2[CH2:37][CH2:38][CH2:39][CH2:40][CH2:41]2)=[CH:31][N:30]=1, predict the reactants needed to synthesize it. The reactants are: [Cl:1][C:2]1[CH:18]=[CH:17][C:5]2[CH2:6][CH2:7][N:8]([C:11](=[O:16])[C:12]([F:15])([F:14])[F:13])[CH2:9][CH2:10][C:4]=2[C:3]=1OS(C(F)(F)F)(=O)=O.[NH2:27][CH2:28][C:29]1[CH:34]=[CH:33][C:32]([O:35][CH:36]2[CH2:41][CH2:40][CH2:39][CH2:38][CH2:37]2)=[CH:31][N:30]=1. (3) Given the product [Cl:1][C:2]1[CH:3]=[C:4]([B:9]2[O:10][CH2:14][C:13]([CH3:17])([CH3:15])[CH2:12][O:11]2)[CH:5]=[CH:6][C:7]=1[F:8], predict the reactants needed to synthesize it. The reactants are: [Cl:1][C:2]1[CH:3]=[C:4]([B:9]([OH:11])[OH:10])[CH:5]=[CH:6][C:7]=1[F:8].[CH3:12][C:13]([CH2:17]O)([CH2:15]O)[CH3:14]. (4) Given the product [Cl:1][C:2]1[CH:7]=[C:6]([Cl:8])[CH:5]=[CH:4][C:3]=1[C:9]1[N:10]=[C:11]([CH2:16][C:17]2[CH:22]=[CH:21][C:20]([C:23]3[CH:24]=[CH:25][C:26]([O:29][CH:31]([C:37]4[CH:42]=[CH:41][C:40]([F:43])=[CH:39][CH:38]=4)[C:32]([OH:34])=[O:33])=[CH:27][CH:28]=3)=[CH:19][CH:18]=2)[N:12]([CH2:14][CH3:15])[CH:13]=1, predict the reactants needed to synthesize it. The reactants are: [Cl:1][C:2]1[CH:7]=[C:6]([Cl:8])[CH:5]=[CH:4][C:3]=1[C:9]1[N:10]=[C:11]([CH2:16][C:17]2[CH:22]=[CH:21][C:20]([C:23]3[CH:28]=[CH:27][C:26]([OH:29])=[CH:25][CH:24]=3)=[CH:19][CH:18]=2)[N:12]([CH2:14][CH3:15])[CH:13]=1.Br[CH:31]([C:37]1[CH:42]=[CH:41][C:40]([F:43])=[CH:39][CH:38]=1)[C:32]([O:34]CC)=[O:33].